This data is from Full USPTO retrosynthesis dataset with 1.9M reactions from patents (1976-2016). The task is: Predict the reactants needed to synthesize the given product. (1) Given the product [Cl:6][C:7]1[C:8]([C:17]([OH:19])=[O:18])=[N:9][C:10]([CH:14]2[CH2:16][CH2:15]2)=[N:11][C:12]=1[Cl:3], predict the reactants needed to synthesize it. The reactants are: P(Cl)(Cl)([Cl:3])=O.[Cl:6][C:7]1[C:12](=O)[NH:11][C:10]([CH:14]2[CH2:16][CH2:15]2)=[N:9][C:8]=1[C:17]([OH:19])=[O:18].N. (2) Given the product [C:34](=[N:47][C:31]1[CH:32]=[C:27]([C:25]([C:8]2[C:9]3[CH:14]=[N:13][C:12]([NH:15][CH2:16][C:17]4[CH:22]=[CH:21][C:20]([O:23][CH3:24])=[CH:19][CH:18]=4)=[N:11][C:10]=3[N:6]([C:1]34[CH2:2][CH:3]([CH2:5]3)[CH2:4]4)[CH:7]=2)=[O:26])[CH:28]=[N:29][CH:30]=1)([C:41]1[CH:42]=[CH:43][CH:44]=[CH:45][CH:46]=1)[C:35]1[CH:40]=[CH:39][CH:38]=[CH:37][CH:36]=1, predict the reactants needed to synthesize it. The reactants are: [C:1]12([N:6]3[C:10]4[N:11]=[C:12]([NH:15][CH2:16][C:17]5[CH:22]=[CH:21][C:20]([O:23][CH3:24])=[CH:19][CH:18]=5)[N:13]=[CH:14][C:9]=4[C:8]([C:25]([C:27]4[CH:28]=[N:29][CH:30]=[C:31](Br)[CH:32]=4)=[O:26])=[CH:7]3)[CH2:5][CH:3]([CH2:4]1)[CH2:2]2.[C:34](=[NH:47])([C:41]1[CH:46]=[CH:45][CH:44]=[CH:43][CH:42]=1)[C:35]1[CH:40]=[CH:39][CH:38]=[CH:37][CH:36]=1.C(=O)([O-])[O-].[Cs+].[Cs+].C1C=CC(P(C2C(C3C(P(C4C=CC=CC=4)C4C=CC=CC=4)=CC=C4C=3C=CC=C4)=C3C(C=CC=C3)=CC=2)C2C=CC=CC=2)=CC=1. (3) The reactants are: C[O-].[Na+].[CH3:4][C:5]([CH3:9])([CH3:8])[CH2:6][SH:7].[C:10]([O:14][C:15]([NH:17][CH2:18][C:19]1[CH:20]=[N:21][C:22]([CH2:25]Cl)=[CH:23][CH:24]=1)=[O:16])([CH3:13])([CH3:12])[CH3:11]. Given the product [C:10]([O:14][C:15]([NH:17][CH2:18][C:19]1[CH:20]=[N:21][C:22]([CH2:25][S:7][CH2:6][C:5]([CH3:9])([CH3:8])[CH3:4])=[CH:23][CH:24]=1)=[O:16])([CH3:13])([CH3:12])[CH3:11], predict the reactants needed to synthesize it.